From a dataset of Catalyst prediction with 721,799 reactions and 888 catalyst types from USPTO. Predict which catalyst facilitates the given reaction. Reactant: [CH3:1][O:2][C:3]1[C@@H:4](C(C)C)[N:5]=[C:3]([O:2][CH3:1])[CH2:4][N:5]=1.[Li]CCCC.I[CH2:20][CH:21]1[CH2:26][CH2:25][CH2:24][CH2:23][O:22]1.C([O-])([O-])=[O:28].[K+].[K+].[C:41](O[C:41]([O:43][C:44]([CH3:47])([CH3:46])[CH3:45])=[O:42])([O:43][C:44]([CH3:47])([CH3:46])[CH3:45])=[O:42]. Product: [C:44]([O:43][C:41]([NH:5][C@@H:4]([CH2:20][CH:21]1[CH2:26][CH2:25][CH2:24][CH2:23][O:22]1)[C:3]([O:2][CH3:1])=[O:28])=[O:42])([CH3:45])([CH3:46])[CH3:47]. The catalyst class is: 1.